Dataset: Full USPTO retrosynthesis dataset with 1.9M reactions from patents (1976-2016). Task: Predict the reactants needed to synthesize the given product. (1) Given the product [Cl:10][C:11]1[N:20]=[C:19]([O:9][CH:6]2[CH2:7][CH2:8][O:3][CH2:4][CH2:5]2)[C:18]2[C:13](=[CH:14][CH:15]=[C:16]([Cl:22])[CH:17]=2)[N:12]=1, predict the reactants needed to synthesize it. The reactants are: [H-].[Na+].[O:3]1[CH2:8][CH2:7][CH:6]([OH:9])[CH2:5][CH2:4]1.[Cl:10][C:11]1[N:20]=[C:19](Cl)[C:18]2[C:13](=[CH:14][CH:15]=[C:16]([Cl:22])[CH:17]=2)[N:12]=1. (2) Given the product [C:1]([C:3]1([NH:6][C:7]([C@@H:9]2[CH2:13][C@@H:12]([S:14]([C:17]3[CH:22]=[CH:21][C:20]([O:23][CH2:24][C:25]([F:26])([F:27])[F:28])=[CH:19][C:18]=3[C:29]([F:31])([F:32])[F:30])(=[O:16])=[O:15])[CH2:11][N:10]2[C:34]2[S:35][C:36]([C:39]([F:42])([F:41])[F:40])=[N:37][N:38]=2)=[O:8])[CH2:5][CH2:4]1)#[N:2], predict the reactants needed to synthesize it. The reactants are: [C:1]([C:3]1([NH:6][C:7]([C@@H:9]2[CH2:13][C@@H:12]([S:14]([C:17]3[CH:22]=[CH:21][C:20]([O:23][CH2:24][C:25]([F:28])([F:27])[F:26])=[CH:19][C:18]=3[C:29]([F:32])([F:31])[F:30])(=[O:16])=[O:15])[CH2:11][NH:10]2)=[O:8])[CH2:5][CH2:4]1)#[N:2].Cl[C:34]1[S:35][C:36]([C:39]([F:42])([F:41])[F:40])=[N:37][N:38]=1. (3) Given the product [F:31][C:28]1[CH:27]=[CH:26][C:25]([C@H:20]2[C:19]3[CH:32]=[CH:33][CH:34]=[CH:35][C:18]=3[C:17]3[N:16]=[C:15]([NH:14][C:11]4[CH:10]=[CH:9][C:8]([CH2:47][CH2:46][N:43]5[CH2:44][CH2:45][N:40]([CH2:39][CH2:38][O:37][CH3:36])[CH2:41][CH2:42]5)=[CH:13][CH:12]=4)[N:24]=[CH:23][C:22]=3[CH2:21]2)=[CH:30][CH:29]=1, predict the reactants needed to synthesize it. The reactants are: CS(OCC[C:8]1[CH:13]=[CH:12][C:11]([NH:14][C:15]2[N:24]=[CH:23][C:22]3[CH2:21][C@@H:20]([C:25]4[CH:30]=[CH:29][C:28]([F:31])=[CH:27][CH:26]=4)[C:19]4[CH:32]=[CH:33][CH:34]=[CH:35][C:18]=4[C:17]=3[N:16]=2)=[CH:10][CH:9]=1)(=O)=O.[CH3:36][O:37][CH2:38][CH2:39][N:40]1[CH2:45][CH2:44][N:43]([CH2:46][CH2:47]N)[CH2:42][CH2:41]1. (4) Given the product [C:24]([C:23]1[CH:22]=[C:21]([CH:19]([CH3:20])[C:17]#[N:18])[CH:29]=[CH:28][CH:27]=1)(=[O:25])[CH3:1], predict the reactants needed to synthesize it. The reactants are: [CH3:1]C1(C)OC(=O)CC(=O)O1.N1C=CC=CC=1.[C:17]([CH:19]([C:21]1[CH:22]=[C:23]([CH:27]=[CH:28][CH:29]=1)[C:24](Cl)=[O:25])[CH3:20])#[N:18].